From a dataset of Forward reaction prediction with 1.9M reactions from USPTO patents (1976-2016). Predict the product of the given reaction. (1) Given the reactants [CH2:1]([O:8][C:9]1[CH:14]=[CH:13][C:12](/[CH:15]=[CH:16]/[C:17]([CH:19]2[CH2:21][CH2:20]2)=[O:18])=[CH:11][CH:10]=1)[C:2]1[CH:7]=[CH:6][CH:5]=[CH:4][CH:3]=1.CC(C)=[O:24].OO.[OH-].[Na+], predict the reaction product. The product is: [CH2:1]([O:8][C:9]1[CH:10]=[CH:11][C:12]([C@@H:15]2[O:24][C@H:16]2[C:17]([CH:19]2[CH2:21][CH2:20]2)=[O:18])=[CH:13][CH:14]=1)[C:2]1[CH:3]=[CH:4][CH:5]=[CH:6][CH:7]=1. (2) Given the reactants [Cl:1][C:2]1[CH:3]=[CH:4][C:5]([O:12][CH2:13][CH2:14][C:15]([N:17]2[CH2:22][CH2:21][C:20]([CH2:24][C:25]3[CH:30]=[CH:29][C:28]([F:31])=[CH:27][CH:26]=3)([OH:23])[C:19]([CH3:33])([CH3:32])[CH2:18]2)=O)=[C:6]([NH:8][C:9]([NH2:11])=[O:10])[CH:7]=1, predict the reaction product. The product is: [Cl:1][C:2]1[CH:3]=[CH:4][C:5]([O:12][CH2:13][CH2:14][CH2:15][N:17]2[CH2:22][CH2:21][C:20]([CH2:24][C:25]3[CH:30]=[CH:29][C:28]([F:31])=[CH:27][CH:26]=3)([OH:23])[C:19]([CH3:33])([CH3:32])[CH2:18]2)=[C:6]([NH:8][C:9]([NH2:11])=[O:10])[CH:7]=1. (3) Given the reactants [CH3:1][N:2]([CH:10]1[CH2:15][CH2:14][N:13]([CH3:16])[CH2:12][CH2:11]1)[C:3]1[CH:8]=[CH:7][CH:6]=[C:5]([NH2:9])[N:4]=1.[CH:17]1([C:23]([Cl:25])=[O:24])[CH2:22][CH2:21][CH2:20][CH2:19][CH2:18]1, predict the reaction product. The product is: [ClH:25].[CH3:1][N:2]([CH:10]1[CH2:15][CH2:14][N:13]([CH3:16])[CH2:12][CH2:11]1)[C:3]1[N:4]=[C:5]([NH:9][C:23]([CH:17]2[CH2:22][CH2:21][CH2:20][CH2:19][CH2:18]2)=[O:24])[CH:6]=[CH:7][CH:8]=1. (4) Given the reactants [NH:1]1[CH2:6][CH2:5][O:4][CH:3]([CH2:7][N:8]2[C:16]3[C:11](=[CH:12][CH:13]=[CH:14][CH:15]=3)[C:10]3([C:28]4[C:19](=[CH:20][C:21]5[O:26][CH2:25][CH2:24][O:23][C:22]=5[CH:27]=4)[O:18][CH2:17]3)[C:9]2=[O:29])[CH2:2]1.N1CC[CH:33](CN2C3C(=CC=CC=3)C3(C4C(=CC5OCCOC=5C=4)OC3)C2=O)[CH2:32][CH2:31]1, predict the reaction product. The product is: [CH3:31][CH:32]([N:1]1[CH2:6][CH2:5][O:4][CH:3]([CH2:7][N:8]2[C:16]3[C:11](=[CH:12][CH:13]=[CH:14][CH:15]=3)[C:10]3([C:28]4[C:19](=[CH:20][C:21]5[O:26][CH2:25][CH2:24][O:23][C:22]=5[CH:27]=4)[O:18][CH2:17]3)[C:9]2=[O:29])[CH2:2]1)[CH3:33].